This data is from Reaction yield outcomes from USPTO patents with 853,638 reactions. The task is: Predict the reaction yield, written as a fraction of the theoretical maximum amount of product (1.0 means a 100% yield; for example, 0.34 means a 34% yield). (1) The product is [C:1]([O:5][C:6]([N:8]([C@@H:14]1[C:22]2[C:17](=[C:18]([C:23]3[S:27][C:26]([C:28]4[CH:33]=[CH:32][C:31]([O:34][CH:35]([CH3:36])[CH3:37])=[C:30]([C:38]#[N:39])[CH:29]=4)=[N:25][CH:24]=3)[CH:19]=[CH:20][CH:21]=2)[CH2:16][CH2:15]1)[CH2:9][C:10]([OH:12])=[O:11])=[O:7])([CH3:3])([CH3:2])[CH3:4]. The catalyst is CO. The reactants are [C:1]([O:5][C:6]([N:8]([C@@H:14]1[C:22]2[C:17](=[C:18]([C:23]3[S:27][C:26]([C:28]4[CH:33]=[CH:32][C:31]([O:34][CH:35]([CH3:37])[CH3:36])=[C:30]([C:38]#[N:39])[CH:29]=4)=[N:25][CH:24]=3)[CH:19]=[CH:20][CH:21]=2)[CH2:16][CH2:15]1)[CH2:9][C:10]([O:12]C)=[O:11])=[O:7])([CH3:4])([CH3:3])[CH3:2].[OH-].[Na+]. The yield is 0.940. (2) The product is [O:18]=[C:17]1[N:16]([C:19]2[CH:24]=[CH:23][C:22]([N:25]3[CH2:30][CH2:29][O:28][CH2:27][C:26]3=[O:31])=[CH:21][CH:20]=2)[CH2:3][C@H:2]([CH2:4][N:5]2[C:13](=[O:14])[C:12]3[C:7](=[CH:8][CH:9]=[CH:10][CH:11]=3)[C:6]2=[O:15])[O:1]1. The yield is 0.951. The reactants are [O:1]1[CH2:3][C@@H:2]1[CH2:4][N:5]1[C:13](=[O:14])[C:12]2[C:7](=[CH:8][CH:9]=[CH:10][CH:11]=2)[C:6]1=[O:15].[N:16]([C:19]1[CH:24]=[CH:23][C:22]([N:25]2[CH2:30][CH2:29][O:28][CH2:27][C:26]2=[O:31])=[CH:21][CH:20]=1)=[C:17]=[O:18].[Br-].[Mg+2].[Br-]. The catalyst is O1CCOCC1.